Predict the product of the given reaction. From a dataset of Forward reaction prediction with 1.9M reactions from USPTO patents (1976-2016). (1) Given the reactants [N:1]1([C:7]2[CH:8]=[CH:9][C:10]3[N:11]([C:13]([C:16]([F:19])([F:18])[F:17])=[N:14][N:15]=3)[N:12]=2)[CH2:6][CH2:5][NH:4][CH2:3][CH2:2]1.[N:20]1[CH:25]=[CH:24][N:23]=[CH:22][C:21]=1[CH:26]=O, predict the reaction product. The product is: [N:20]1[CH:25]=[CH:24][N:23]=[CH:22][C:21]=1[CH2:26][N:4]1[CH2:3][CH2:2][N:1]([C:7]2[CH:8]=[CH:9][C:10]3[N:11]([C:13]([C:16]([F:17])([F:18])[F:19])=[N:14][N:15]=3)[N:12]=2)[CH2:6][CH2:5]1. (2) Given the reactants [Si:1]([O:8][C:9]1[CH:10]=[C:11]2[C:15](=[CH:16][CH:17]=1)[NH:14][N:13]=[CH:12]2)([C:4]([CH3:7])([CH3:6])[CH3:5])([CH3:3])[CH3:2].[OH-].[K+].[I:20]I, predict the reaction product. The product is: [Si:1]([O:8][C:9]1[CH:10]=[C:11]2[C:15](=[CH:16][CH:17]=1)[NH:14][N:13]=[C:12]2[I:20])([C:4]([CH3:7])([CH3:5])[CH3:6])([CH3:3])[CH3:2]. (3) Given the reactants [NH2:1][C:2]1[C:10]2[C:9]([C:11]3[CH:16]=[CH:15][C:14]([Cl:17])=[C:13]([Cl:18])[CH:12]=3)=[N:8][C:7](S(C)=O)=[N:6][C:5]=2[S:4][C:3]=1[C:22]([NH2:24])=[O:23].Cl.[NH2:26][C:27]1([CH2:30][OH:31])[CH2:29][CH2:28]1.CCN(C(C)C)C(C)C, predict the reaction product. The product is: [NH2:1][C:2]1[C:10]2[C:9]([C:11]3[CH:16]=[CH:15][C:14]([Cl:17])=[C:13]([Cl:18])[CH:12]=3)=[N:8][C:7]([NH:26][C:27]3([CH2:30][OH:31])[CH2:29][CH2:28]3)=[N:6][C:5]=2[S:4][C:3]=1[C:22]([NH2:24])=[O:23].